From a dataset of Forward reaction prediction with 1.9M reactions from USPTO patents (1976-2016). Predict the product of the given reaction. (1) The product is: [F:26][C:24]1[CH:23]=[C:22]([CH:27]2[CH2:30][O:29][CH2:28]2)[CH:21]=[C:20]([F:19])[C:25]=1[B:5]1[O:6][C:7]([CH3:12])([CH3:13])[C:8]([CH3:10])([CH3:11])[O:9]1. Given the reactants C(O[B:5]1[O:9][C:8]([CH3:11])([CH3:10])[C:7]([CH3:13])([CH3:12])[O:6]1)(C)C.C([Li])CCC.[F:19][C:20]1[CH:21]=[C:22]([CH:27]2[CH2:30][O:29][CH2:28]2)[CH:23]=[C:24]([F:26])[CH:25]=1, predict the reaction product. (2) Given the reactants S(Cl)(Cl)=O.[NH2:5][C:6]1([C:15]([OH:17])=[O:16])[C:14]2[C:9](=[CH:10][CH:11]=[CH:12][CH:13]=2)[CH2:8][CH2:7]1.[CH2:18](O)[CH3:19], predict the reaction product. The product is: [NH2:5][C:6]1([C:15]([O:17][CH2:18][CH3:19])=[O:16])[C:14]2[C:9](=[CH:10][CH:11]=[CH:12][CH:13]=2)[CH2:8][CH2:7]1. (3) Given the reactants [CH:1]([NH:4][C:5]([N:7]1[C:15]2[C:10](=[CH:11][C:12]([O:16][C:17]3[CH:22]=[CH:21][N:20]=[C:19]([NH2:23])[CH:18]=3)=[CH:13][CH:14]=2)[CH:9]=[CH:8]1)=[O:6])([CH3:3])[CH3:2].[CH2:24]([N:26]([CH2:29][CH3:30])[CH2:27]C)[CH3:25].ClC(OC1C=CC=CC=1)=[O:33].N1CCCC1, predict the reaction product. The product is: [CH:1]([NH:4][C:5]([N:7]1[C:15]2[C:10](=[CH:11][C:12]([O:16][C:17]3[CH:22]=[CH:21][N:20]=[C:19]([NH:23][C:27]([N:26]4[CH2:29][CH2:30][CH2:25][CH2:24]4)=[O:33])[CH:18]=3)=[CH:13][CH:14]=2)[CH:9]=[CH:8]1)=[O:6])([CH3:3])[CH3:2]. (4) The product is: [CH2:1]([O:5][CH2:6][CH2:7][O:8][C:9]1[CH:10]=[CH:11][C:12]([C:15]2[CH:16]=[CH:17][C:18]3[N:24]([CH2:25][CH2:26][CH3:27])[CH2:23][CH2:22][C:21]([C:28]([NH:30][C:31]4[CH:32]=[CH:33][C:34]([S:37]([CH2:38][CH2:39][N:40]5[CH:44]=[N:43][CH:42]=[N:41]5)=[O:54])=[CH:35][CH:36]=4)=[O:29])=[CH:20][C:19]=3[CH:45]=2)=[CH:13][CH:14]=1)[CH2:2][CH2:3][CH3:4]. Given the reactants [CH2:1]([O:5][CH2:6][CH2:7][O:8][C:9]1[CH:14]=[CH:13][C:12]([C:15]2[CH:16]=[CH:17][C:18]3[N:24]([CH2:25][CH2:26][CH3:27])[CH2:23][CH2:22][C:21]([C:28]([NH:30][C:31]4[CH:36]=[CH:35][C:34]([S:37][CH2:38][CH2:39][N:40]5[CH:44]=[N:43][CH:42]=[N:41]5)=[CH:33][CH:32]=4)=[O:29])=[CH:20][C:19]=3[CH:45]=2)=[CH:11][CH:10]=1)[CH2:2][CH2:3][CH3:4].ClC1C=CC=C(C(OO)=[O:54])C=1.S([O-])([O-])(=O)=S.[Na+].[Na+], predict the reaction product. (5) Given the reactants [BH4-].[Na+].[Si:3]([O:10][C@@H:11]([C@@H:38]([CH3:85])/[CH:39]=[CH:40]\[C@@H:41]([O:77][Si:78]([C:81]([CH3:84])([CH3:83])[CH3:82])([CH3:80])[CH3:79])[CH2:42][C@H:43]([O:69][Si:70]([C:73]([CH3:76])([CH3:75])[CH3:74])([CH3:72])[CH3:71])[C@H:44]([CH3:68])/[CH:45]=[CH:46]/[CH2:47][O:48][C:49]([C:62]1[CH:67]=[CH:66][CH:65]=[CH:64][CH:63]=1)([C:56]1[CH:61]=[CH:60][CH:59]=[CH:58][CH:57]=1)[C:50]1[CH:55]=[CH:54][CH:53]=[CH:52][CH:51]=1)[C@@H:12]([CH3:37])[CH2:13][C@@H:14]([CH3:36])/[CH:15]=[CH:16]/[C:17](=[O:35])[C@@H:18]([C@@H:20]1[C@@H:25]([CH3:26])[CH2:24][O:23][CH:22]([C:27]2[CH:32]=[CH:31][C:30]([O:33][CH3:34])=[CH:29][CH:28]=2)[O:21]1)[CH3:19])([C:6]([CH3:9])([CH3:8])[CH3:7])([CH3:5])[CH3:4], predict the reaction product. The product is: [Si:3]([O:10][C@@H:11]([C@@H:38]([CH3:85])/[CH:39]=[CH:40]\[C@@H:41]([O:77][Si:78]([C:81]([CH3:84])([CH3:82])[CH3:83])([CH3:80])[CH3:79])[CH2:42][C@H:43]([O:69][Si:70]([C:73]([CH3:76])([CH3:75])[CH3:74])([CH3:71])[CH3:72])[C@H:44]([CH3:68])/[CH:45]=[CH:46]/[CH2:47][O:48][C:49]([C:50]1[CH:55]=[CH:54][CH:53]=[CH:52][CH:51]=1)([C:62]1[CH:67]=[CH:66][CH:65]=[CH:64][CH:63]=1)[C:56]1[CH:57]=[CH:58][CH:59]=[CH:60][CH:61]=1)[C@@H:12]([CH3:37])[CH2:13][C@@H:14]([CH3:36])[CH2:15][CH2:16][C:17](=[O:35])[C@@H:18]([C@@H:20]1[C@@H:25]([CH3:26])[CH2:24][O:23][CH:22]([C:27]2[CH:28]=[CH:29][C:30]([O:33][CH3:34])=[CH:31][CH:32]=2)[O:21]1)[CH3:19])([C:6]([CH3:7])([CH3:8])[CH3:9])([CH3:4])[CH3:5]. (6) Given the reactants [Li]CCCC.Br[C:7]1[CH:8]=[C:9]2[C:14](=[CH:15][CH:16]=1)[N:13]=[C:12]([N:17]([CH2:20][CH3:21])[CH2:18][CH3:19])[C:11]([O:22][C:23]1[CH:28]=[CH:27][CH:26]=[CH:25][CH:24]=1)=[C:10]2[Cl:29].[CH3:30][N:31]1[C:35]([C:36]([C:38]2[CH:43]=[CH:42][CH:41]=[CH:40][N:39]=2)=[O:37])=[CH:34][N:33]=[CH:32]1, predict the reaction product. The product is: [Cl:29][C:10]1[C:9]2[C:14](=[CH:15][CH:16]=[C:7]([C:36]([C:35]3[N:31]([CH3:30])[CH:32]=[N:33][CH:34]=3)([C:38]3[CH:43]=[CH:42][CH:41]=[CH:40][N:39]=3)[OH:37])[CH:8]=2)[N:13]=[C:12]([N:17]([CH2:20][CH3:21])[CH2:18][CH3:19])[C:11]=1[O:22][C:23]1[CH:28]=[CH:27][CH:26]=[CH:25][CH:24]=1. (7) Given the reactants [S:1]1[C:5]2[CH:6]=[CH:7][CH:8]=[CH:9][C:4]=2[N:3]=[C:2]1[NH2:10].[CH3:11][O:12][C:13]1[CH:18]=[CH:17][C:16]([C:19]2([C:22](O)=[O:23])[CH2:21][CH2:20]2)=[CH:15][CH:14]=1.C(N(CC)CC)C.F[P-](F)(F)(F)(F)F.N1(OC(N(C)C)=[N+](C)C)C2N=CC=CC=2N=N1, predict the reaction product. The product is: [S:1]1[C:5]2[CH:6]=[CH:7][CH:8]=[CH:9][C:4]=2[N:3]=[C:2]1[NH:10][C:22]([C:19]1([C:16]2[CH:15]=[CH:14][C:13]([O:12][CH3:11])=[CH:18][CH:17]=2)[CH2:21][CH2:20]1)=[O:23]. (8) The product is: [Br:1][C:2]1[CH:11]=[CH:10][C:5]2[N:6]([CH2:13][CH:14]3[CH2:19][CH2:18][N:17]([C:20]([O:22][C:23]([CH3:24])([CH3:26])[CH3:25])=[O:21])[CH2:16][CH2:15]3)[C:7](=[O:9])[S:8][C:4]=2[CH:3]=1. Given the reactants [Br:1][C:2]1[CH:11]=[CH:10][C:5]2[NH:6][C:7](=[O:9])[S:8][C:4]=2[CH:3]=1.O[CH2:13][CH:14]1[CH2:19][CH2:18][N:17]([C:20]([O:22][C:23]([CH3:26])([CH3:25])[CH3:24])=[O:21])[CH2:16][CH2:15]1.C1(P(C2C=CC=CC=2)C2C=CC=CC=2)C=CC=CC=1.N(/C(OC(C)C)=O)=N\C(OC(C)C)=O, predict the reaction product.